Dataset: Reaction yield outcomes from USPTO patents with 853,638 reactions. Task: Predict the reaction yield, written as a fraction of the theoretical maximum amount of product (1.0 means a 100% yield; for example, 0.34 means a 34% yield). (1) The reactants are S(C1C=CC(C)=CC=1)([O-])(=O)=O.[CH3:12][NH:13][C:14]1[CH:15]=[CH:16][C:17](/[CH:20]=[CH:21]/C2C=CC(OCCOCCOCC[18F])=NC=2)=[CH:18][CH:19]=1.C(NC1C=CC=CC=1)=C.[C:55](O[C:55]([O:57][C:58]([CH3:61])([CH3:60])[CH3:59])=[O:56])([O:57][C:58]([CH3:61])([CH3:60])[CH3:59])=[O:56]. The product is [CH3:12][N:13]([C:14]1[CH:15]=[CH:16][C:17]([CH:20]=[CH2:21])=[CH:18][CH:19]=1)[C:55](=[O:56])[O:57][C:58]([CH3:59])([CH3:60])[CH3:61]. The yield is 0.880. The catalyst is O. (2) The reactants are [N:1]1[CH:6]=[CH:5][N:4]=[CH:3][C:2]=1[C:7]1[N:12]=[CH:11][N:10]=[C:9]([NH2:13])[CH:8]=1.[OH-].[Na+].[C:16](=S)=[S:17].N[C@H](C(O)=O)C[CH2:22][S:23][CH3:24]. The catalyst is CN(C=O)C.O. The product is [N:1]1[CH:6]=[CH:5][N:4]=[CH:3][C:2]=1[C:7]1[N:12]=[CH:11][N:10]=[C:9]([N:13]=[C:22]([S:17][CH3:16])[S:23][CH3:24])[CH:8]=1. The yield is 0.440.